From a dataset of Reaction yield outcomes from USPTO patents with 853,638 reactions. Predict the reaction yield, written as a fraction of the theoretical maximum amount of product (1.0 means a 100% yield; for example, 0.34 means a 34% yield). The reactants are [N+:1]([C:4]1[CH:5]=[C:6]([CH:8]=[CH:9][CH:10]=1)[NH2:7])([O-:3])=[O:2].Br[CH2:12][CH2:13][O:14][CH2:15][CH2:16]Br.C(N(CC)C(C)C)(C)C. The catalyst is CC(N(C)C)=O.C(Cl)Cl. The product is [N+:1]([C:4]1[CH:5]=[C:6]([N:7]2[CH2:16][CH2:15][O:14][CH2:13][CH2:12]2)[CH:8]=[CH:9][CH:10]=1)([O-:3])=[O:2]. The yield is 0.797.